This data is from Full USPTO retrosynthesis dataset with 1.9M reactions from patents (1976-2016). The task is: Predict the reactants needed to synthesize the given product. Given the product [Cl:1][C:2]1[CH:3]=[CH:4][C:5]([N:14]2[CH2:15][CH:16]([CH3:18])[CH2:17][CH:12]([CH3:11])[CH2:13]2)=[C:6]([CH:9]=1)[C:7]#[N:8], predict the reactants needed to synthesize it. The reactants are: [Cl:1][C:2]1[CH:3]=[CH:4][C:5](F)=[C:6]([CH:9]=1)[C:7]#[N:8].[CH3:11][CH:12]1[CH2:17][CH:16]([CH3:18])[CH2:15][NH:14][CH2:13]1.C(=O)([O-])[O-].[Cs+].[Cs+].O.